This data is from Peptide-MHC class I binding affinity with 185,985 pairs from IEDB/IMGT. The task is: Regression. Given a peptide amino acid sequence and an MHC pseudo amino acid sequence, predict their binding affinity value. This is MHC class I binding data. (1) The peptide sequence is YYREGRDQLW. The MHC is Mamu-B52 with pseudo-sequence Mamu-B52. The binding affinity (normalized) is 0.335. (2) The peptide sequence is LFQPLHTVM. The MHC is HLA-A23:01 with pseudo-sequence HLA-A23:01. The binding affinity (normalized) is 0.710. (3) The peptide sequence is ELCCQHLWQI. The MHC is HLA-A02:01 with pseudo-sequence HLA-A02:01. The binding affinity (normalized) is 0.203. (4) The peptide sequence is KSLFNTVAVLY. The MHC is HLA-A02:03 with pseudo-sequence HLA-A02:03. The binding affinity (normalized) is 0.317. (5) The peptide sequence is RVKEKYQHL. The MHC is HLA-A68:01 with pseudo-sequence HLA-A68:01. The binding affinity (normalized) is 0.